Task: Predict the product of the given reaction.. Dataset: Forward reaction prediction with 1.9M reactions from USPTO patents (1976-2016) (1) Given the reactants [NH2:1][C:2]1[NH:6][N:5]=[CH:4][C:3]=1[C:7]([C:9]1[S:10][CH:11]=[CH:12][CH:13]=1)=[O:8].CN(C)[CH:16]=[CH:17][C:18]([C:20]1[CH:21]=[CH:22][C:23]([CH3:31])=[C:24]([N:26]([CH3:30])[C:27](=[O:29])[CH3:28])[CH:25]=1)=O.C(OCC)(=O)C, predict the reaction product. The product is: [CH3:31][C:23]1[CH:22]=[CH:21][C:20]([C:18]2[N:6]3[N:5]=[CH:4][C:3]([C:7]([C:9]4[S:10][CH:11]=[CH:12][CH:13]=4)=[O:8])=[C:2]3[N:1]=[CH:16][CH:17]=2)=[CH:25][C:24]=1[N:26]([CH3:30])[C:27](=[O:29])[CH3:28]. (2) Given the reactants C([C@H]([C@@H](C(O)=O)O)O)(O)=O.[N:11]12[CH2:18][CH2:17][CH:14]([CH2:15][CH2:16]1)[C@@H:13]([CH2:19]OS(C)(=O)=O)[CH2:12]2.[C:25]1([SH:31])[CH:30]=[CH:29][CH:28]=[CH:27][CH:26]=1, predict the reaction product. The product is: [C:25]1([S:31][CH2:19][C@@H:13]2[CH:14]3[CH2:15][CH2:16][N:11]([CH2:18][CH2:17]3)[CH2:12]2)[CH:30]=[CH:29][CH:28]=[CH:27][CH:26]=1. (3) Given the reactants [F:1][C:2]1[CH:7]=[CH:6][C:5]([N:8]([CH2:26][O:27][CH2:28][CH2:29][Si:30]([CH3:33])([CH3:32])[CH3:31])[C:9]([C:11]2[N:16]=[CH:15][C:14](B3OC(C)(C)C(C)(C)O3)=[CH:13][N:12]=2)=[O:10])=[CH:4][CH:3]=1.FC(F)(F)S(O[C:40](=[CH2:45])[C:41]([O:43][CH3:44])=[O:42])(=O)=O.C(=O)([O-])[O-].[Na+].[Na+], predict the reaction product. The product is: [F:1][C:2]1[CH:3]=[CH:4][C:5]([N:8]([CH2:26][O:27][CH2:28][CH2:29][Si:30]([CH3:32])([CH3:31])[CH3:33])[C:9]([C:11]2[N:12]=[CH:13][C:14]([C:40](=[CH2:45])[C:41]([O:43][CH3:44])=[O:42])=[CH:15][N:16]=2)=[O:10])=[CH:6][CH:7]=1. (4) The product is: [C:11]1([S:17][C:7]2[O:6][CH:10]=[CH:9][CH:8]=2)[CH:16]=[CH:15][CH:14]=[CH:13][CH:12]=1. Given the reactants [Li]C(C)(C)C.[O:6]1[CH:10]=[CH:9][CH:8]=[CH:7]1.[C:11]1([S:17][S:17][C:11]2[CH:16]=[CH:15][CH:14]=[CH:13][CH:12]=2)[CH:16]=[CH:15][CH:14]=[CH:13][CH:12]=1, predict the reaction product. (5) The product is: [CH2:1]([O:8][C:9]1[CH:10]=[CH:11][C:12]([C:15](=[O:18])[CH:16]([CH3:17])[C:31](=[O:32])[C:30]([F:29])([F:38])[F:39])=[CH:13][CH:14]=1)[C:2]1[CH:3]=[CH:4][CH:5]=[CH:6][CH:7]=1. Given the reactants [CH2:1]([O:8][C:9]1[CH:14]=[CH:13][C:12]([C:15](=[O:18])[CH2:16][CH3:17])=[CH:11][CH:10]=1)[C:2]1[CH:7]=[CH:6][CH:5]=[CH:4][CH:3]=1.C[Si]([N-][Si](C)(C)C)(C)C.[Li+].[F:29][C:30]([F:39])([F:38])[C:31](N1C=CN=C1)=[O:32], predict the reaction product. (6) Given the reactants O=[C:2]1[CH2:7][CH2:6][N:5]([C:8]2[CH:21]=[CH:20][C:11]([CH2:12][CH:13]3[S:17][C:16](=[O:18])[NH:15][C:14]3=[O:19])=[CH:10][CH:9]=2)[CH2:4][CH2:3]1.[NH2:22][CH2:23][CH:24]([OH:44])[CH2:25][O:26][C:27]1[CH:28]=[CH:29][C:30]([OH:43])=[C:31]([NH:33][S:34]([C:37]2[CH:42]=[CH:41][CH:40]=[CH:39][CH:38]=2)(=[O:36])=[O:35])[CH:32]=1, predict the reaction product. The product is: [O:18]=[C:16]1[NH:15][C:14](=[O:19])[CH:13]([CH2:12][C:11]2[CH:20]=[CH:21][C:8]([N:5]3[CH2:6][CH2:7][CH:2]([NH:22][CH2:23][C@H:24]([OH:44])[CH2:25][O:26][C:27]4[CH:28]=[CH:29][C:30]([OH:43])=[C:31]([NH:33][S:34]([C:37]5[CH:38]=[CH:39][CH:40]=[CH:41][CH:42]=5)(=[O:35])=[O:36])[CH:32]=4)[CH2:3][CH2:4]3)=[CH:9][CH:10]=2)[S:17]1. (7) Given the reactants C(O[C:6](=O)[NH:7][CH2:8][C:9]([N:11]1[CH2:15][CH2:14][CH2:13][CH:12]1[C:16]#[N:17])=[O:10])(C)(C)C.FC(F)(F)C(O)=O.C(N(CC)CC)C.[CH:33]1([C:39]2([OH:48])[CH2:46][CH:45]3[CH:41]([CH2:42]C(=O)[CH2:44]3)[CH2:40]2)[CH2:38][CH2:37][CH2:36][CH2:35][CH2:34]1.C(O[BH-](OC(=O)C)OC(=O)C)(=O)C.[Na+], predict the reaction product. The product is: [CH:33]1([C:39]2([OH:48])[CH2:40][CH:41]3[CH:45]([CH2:44][CH:6]([NH:7][CH2:8][C:9]([N:11]4[CH2:15][CH2:14][CH2:13][CH:12]4[C:16]#[N:17])=[O:10])[CH2:42]3)[CH2:46]2)[CH2:38][CH2:37][CH2:36][CH2:35][CH2:34]1. (8) Given the reactants [CH:1]([N:4](CC)C(C)C)(C)[CH3:2].BrCC#N.[N:14]([C:17]1[CH:46]=[CH:45][C:20]([CH2:21][O:22][C:23]([NH:25][CH2:26][C@@H:27]([S:42][S:43][CH3:44])[CH2:28][CH2:29][C@H:30]([NH:34][C:35]([O:37][C:38]([CH3:41])([CH3:40])[CH3:39])=[O:36])[C:31]([OH:33])=[O:32])=[O:24])=[CH:19][CH:18]=1)=[N+:15]=[N-:16], predict the reaction product. The product is: [N:14]([C:17]1[CH:18]=[CH:19][C:20]([CH2:21][O:22][C:23]([NH:25][CH2:26][C@@H:27]([S:42][S:43][CH3:44])[CH2:28][CH2:29][C@H:30]([NH:34][C:35]([O:37][C:38]([CH3:39])([CH3:40])[CH3:41])=[O:36])[C:31]([O:33][CH2:2][C:1]#[N:4])=[O:32])=[O:24])=[CH:45][CH:46]=1)=[N+:15]=[N-:16]. (9) The product is: [CH3:21][N:22]([CH2:24][C:3]1[C:4]2[C:9](=[CH:8][CH:7]=[C:6]([NH:10][C:11](=[O:20])[O:12][CH2:13][C:14]3[CH:15]=[CH:16][CH:17]=[CH:18][CH:19]=3)[CH:5]=2)[NH:1][CH:2]=1)[CH3:23]. Given the reactants [NH:1]1[C:9]2[C:4](=[CH:5][C:6]([NH:10][C:11](=[O:20])[O:12][CH2:13][C:14]3[CH:19]=[CH:18][CH:17]=[CH:16][CH:15]=3)=[CH:7][CH:8]=2)[CH:3]=[CH:2]1.[CH3:21][NH:22][CH3:23].[CH2:24]=O, predict the reaction product.